This data is from Forward reaction prediction with 1.9M reactions from USPTO patents (1976-2016). The task is: Predict the product of the given reaction. (1) The product is: [Cl:31][C:30]1[CH:29]=[CH:28][CH:27]=[C:26]([Cl:32])[C:25]=1[N:22]1[C:23](=[NH:24])[C:17]2[C:18](=[N:19][C:14]([NH:12][C:7]3[CH:8]=[C:9]4[C:4](=[CH:5][CH:6]=3)[CH2:3][N:2]([CH3:1])[CH2:11][CH2:10]4)=[N:15][CH:16]=2)[N:20]([CH3:34])[C:21]1=[O:33]. Given the reactants [CH3:1][N:2]1[CH2:11][CH2:10][C:9]2[C:4](=[CH:5][CH:6]=[C:7]([NH2:12])[CH:8]=2)[CH2:3]1.Cl[C:14]1[N:19]=[C:18]2[N:20]([CH3:34])[C:21](=[O:33])[N:22]([C:25]3[C:30]([Cl:31])=[CH:29][CH:28]=[CH:27][C:26]=3[Cl:32])[C:23](=[NH:24])[C:17]2=[CH:16][N:15]=1.ClC1N=C2NC(=O)N(C3C(Cl)=CC=CC=3Cl)C(=N)C2=CN=1, predict the reaction product. (2) The product is: [CH2:1]([S:3]([C:6]1[CH:7]=[C:8]([C:12]2[CH:20]=[CH:19][C:18]([O:21][CH2:31][CH2:30][CH2:29][N:28]([CH3:43])[CH3:27])=[C:17]3[C:13]=2[C:14]2[CH:25]=[C:24]([CH3:26])[CH:23]=[N:22][C:15]=2[NH:16]3)[CH:9]=[CH:10][CH:11]=1)(=[O:5])=[O:4])[CH3:2]. Given the reactants [CH2:1]([S:3]([C:6]1[CH:7]=[C:8]([C:12]2[CH:20]=[CH:19][C:18]([OH:21])=[C:17]3[C:13]=2[C:14]2[CH:25]=[C:24]([CH3:26])[CH:23]=[N:22][C:15]=2[NH:16]3)[CH:9]=[CH:10][CH:11]=1)(=[O:5])=[O:4])[CH3:2].[CH3:27][N:28]([CH3:43])[CH2:29][CH2:30][CH2:31]OS(C1C=CC(C)=CC=1)(=O)=O.C(=O)([O-])[O-].[K+].[K+], predict the reaction product. (3) Given the reactants [F:1][CH2:2][C:3]1[N:8]=[C:7]([C:9]#[C:10][CH2:11][CH2:12][NH:13][CH3:14])[CH:6]=[CH:5][CH:4]=1.[Cl:15][C:16]1[CH:24]=[CH:23][CH:22]=[CH:21][C:17]=1[C:18](Cl)=[O:19], predict the reaction product. The product is: [Cl:15][C:16]1[CH:24]=[CH:23][CH:22]=[CH:21][C:17]=1[C:18]([N:13]([CH2:12][CH2:11][C:10]#[C:9][C:7]1[CH:6]=[CH:5][CH:4]=[C:3]([CH2:2][F:1])[N:8]=1)[CH3:14])=[O:19]. (4) Given the reactants [CH3:1][C@:2]1([OH:9])[CH2:8][C:6](=[O:7])[O:5][CH2:4][CH2:3]1.[CH2:10]([CH2:12][NH2:13])[OH:11], predict the reaction product. The product is: [OH:9][C:2]([CH3:1])([CH2:3][CH2:4][OH:5])[CH2:8][C:6]([NH:13][CH2:12][CH2:10][OH:11])=[O:7]. (5) The product is: [CH2:1]([C:6]1[CH:11]=[CH:10][C:9]([CH2:12][CH2:13][CH:14]2[O:18][CH:17]([C:19]([NH:21][C@@H:22]([CH2:27][N+:28]([CH3:31])([CH3:29])[CH3:30])[CH2:23][C:24]([O-:26])=[O:25])=[O:20])[CH2:16][CH2:15]2)=[CH:8][CH:7]=1)[CH2:2][CH2:3][CH2:4][CH3:5]. Given the reactants [CH2:1]([C:6]1[CH:11]=[CH:10][C:9]([C:12]#[C:13][C:14]2[O:18][C:17]([C:19]([NH:21][C@@H:22]([CH2:27][N+:28]([CH3:31])([CH3:30])[CH3:29])[CH2:23][C:24]([O-:26])=[O:25])=[O:20])=[CH:16][CH:15]=2)=[CH:8][CH:7]=1)[CH2:2][CH2:3][CH2:4][CH3:5], predict the reaction product. (6) Given the reactants Cl[C:2]1[N:7]=[C:6]([N:8]([CH3:15])[S:9]([N:12]([CH3:14])[CH3:13])(=[O:11])=[O:10])[CH:5]=[C:4]([NH:16][C:17]2[CH:21]=[C:20]([CH3:22])[NH:19][N:18]=2)[N:3]=1.ClC1C(NC2C=C(OC)NN=2)=NC([NH:30][C@H:31]([C:33]2[N:38]=[CH:37][C:36]([F:39])=[CH:35][N:34]=2)[CH3:32])=NC=1.CCN(C(C)C)C(C)C, predict the reaction product. The product is: [F:39][C:36]1[CH:35]=[N:34][C:33]([C@@H:31]([NH:30][C:2]2[N:7]=[C:6]([N:8]([CH3:15])[S:9]([N:12]([CH3:14])[CH3:13])(=[O:11])=[O:10])[CH:5]=[C:4]([NH:16][C:17]3[CH:21]=[C:20]([CH3:22])[NH:19][N:18]=3)[N:3]=2)[CH3:32])=[N:38][CH:37]=1. (7) Given the reactants [C:1]([CH2:3][C:4]([O:6][CH2:7][CH3:8])=[O:5])#[N:2].[Cl-].[Mg+2].[Cl-].C(N(CC)CC)C.[C:19](Cl)(=[O:22])[CH2:20][CH3:21].Cl, predict the reaction product. The product is: [C:1]([CH:3]([C:19](=[O:22])[CH2:20][CH3:21])[C:4]([O:6][CH2:7][CH3:8])=[O:5])#[N:2]. (8) Given the reactants [C:1]([NH:4][C:5]1[CH:10]=[CH:9][CH:8]=[CH:7][CH:6]=1)(=S)[CH3:2].[Br:11][C:12]1[CH:21]=[CH:20][C:15]([C:16]([NH:18][NH2:19])=O)=[CH:14][CH:13]=1, predict the reaction product. The product is: [Br:11][C:12]1[CH:21]=[CH:20][C:15]([C:16]2[N:4]([C:5]3[CH:10]=[CH:9][CH:8]=[CH:7][CH:6]=3)[C:1]([CH3:2])=[N:19][N:18]=2)=[CH:14][CH:13]=1. (9) Given the reactants CC1(C)C(C)(C)OB([C:9]2[CH:10]=[CH:11][C:12]3[O:17][CH2:16][C:15](=[O:18])[NH:14][C:13]=3[CH:19]=2)O1.Br[C:22]1[C:23]([CH3:45])=[N:24][N:25]([CH2:34][CH2:35][CH2:36][NH:37][C:38](=[O:44])[O:39][C:40]([CH3:43])([CH3:42])[CH3:41])[C:26]=1[C:27]1[CH:32]=[CH:31][C:30]([F:33])=[CH:29][CH:28]=1.CC(C1C=C(C(C)C)C(C2C=CC=CC=2P(C2CCCCC2)C2CCCCC2)=C(C(C)C)C=1)C.C(=O)([O-])[O-].[Cs+].[Cs+], predict the reaction product. The product is: [C:40]([O:39][C:38](=[O:44])[NH:37][CH2:36][CH2:35][CH2:34][N:25]1[C:26]([C:27]2[CH:28]=[CH:29][C:30]([F:33])=[CH:31][CH:32]=2)=[C:22]([C:9]2[CH:10]=[CH:11][C:12]3[O:17][CH2:16][C:15](=[O:18])[NH:14][C:13]=3[CH:19]=2)[C:23]([CH3:45])=[N:24]1)([CH3:42])([CH3:43])[CH3:41]. (10) Given the reactants [F:1][C:2]([F:8])([F:7])[C:3]([F:6])([F:5])I.C[Li].[Br-].[Li+].[Br:13][C:14]1[CH:15]=[C:16]([CH:21]=[CH:22][C:23](N(OC)C)=[O:24])[CH:17]=[CH:18][C:19]=1[F:20], predict the reaction product. The product is: [Br:13][C:14]1[CH:15]=[C:16]([CH:21]=[CH:22][C:23](=[O:24])[C:3]([F:6])([F:5])[C:2]([F:8])([F:7])[F:1])[CH:17]=[CH:18][C:19]=1[F:20].